From a dataset of Forward reaction prediction with 1.9M reactions from USPTO patents (1976-2016). Predict the product of the given reaction. The product is: [C:3]([C:5]1[CH:6]=[CH:7][C:8]2[N:9]([N:11]=[C:12]([C:25]3[CH:30]=[CH:29][CH:28]=[CH:27][CH:26]=3)[C:13]=2[CH2:14][C:15]2[N:20]=[C:19]([C:21]([OH:23])=[O:22])[CH:18]=[CH:17][CH:16]=2)[CH:10]=1)#[N:4]. Given the reactants [OH-].[K+].[C:3]([C:5]1[CH:6]=[CH:7][C:8]2[N:9]([N:11]=[C:12]([C:25]3[CH:30]=[CH:29][CH:28]=[CH:27][CH:26]=3)[C:13]=2[CH2:14][C:15]2[N:20]=[C:19]([C:21]([O:23]C)=[O:22])[CH:18]=[CH:17][CH:16]=2)[CH:10]=1)#[N:4].Cl, predict the reaction product.